Dataset: Reaction yield outcomes from USPTO patents with 853,638 reactions. Task: Predict the reaction yield, written as a fraction of the theoretical maximum amount of product (1.0 means a 100% yield; for example, 0.34 means a 34% yield). (1) The reactants are [CH3:1][O:2][C:3]1[N:8]=[CH:7][C:6]([NH:9][C:10]2[C:15]([C:16]3[N:21]=[C:20]([CH3:22])[N:19]=[C:18](SC)[N:17]=3)=[CH:14][N:13]=[CH:12][N:11]=2)=[CH:5][CH:4]=1.[OH-].[NH4+:26]. The catalyst is O1CCOCC1. The product is [CH3:1][O:2][C:3]1[N:8]=[CH:7][C:6]([NH:9][C:10]2[C:15]([C:16]3[N:21]=[C:20]([CH3:22])[N:19]=[C:18]([NH2:26])[N:17]=3)=[CH:14][N:13]=[CH:12][N:11]=2)=[CH:5][CH:4]=1. The yield is 0.790. (2) The reactants are [O:1]=[C:2]1[N:6]([CH:7]2[CH2:12][CH2:11][NH:10][CH2:9][CH2:8]2)[C:5]2[CH:13]=[CH:14][CH:15]=[CH:16][C:4]=2[NH:3]1.[CH:17]1[CH:22]=[CH:21][C:20]([O:23][C:24](OC2C=CC=CC=2)=[N:25][C:26]#[N:27])=[CH:19][CH:18]=1. The catalyst is C(#N)C. The product is [C:20]1([O:23][C:24]([N:10]2[CH2:9][CH2:8][CH:7]([N:6]3[C:5]4[CH:13]=[CH:14][CH:15]=[CH:16][C:4]=4[NH:3][C:2]3=[O:1])[CH2:12][CH2:11]2)=[N:25][C:26]#[N:27])[CH:21]=[CH:22][CH:17]=[CH:18][CH:19]=1. The yield is 0.850.